Predict which catalyst facilitates the given reaction. From a dataset of Catalyst prediction with 721,799 reactions and 888 catalyst types from USPTO. Reactant: [Cl:1][C:2]1[C:7]([Cl:8])=[CH:6][C:5]([NH2:9])=[C:4]([NH2:10])[CH:3]=1.C([O:15][C:16](=O)[CH2:17][C:18](=O)[C:19]1[CH:24]=[CH:23][CH:22]=[C:21]([C:25]2[CH:30]=[CH:29][N:28]=[C:27]([C:31]([F:34])([F:33])[F:32])[CH:26]=2)[CH:20]=1)(C)(C)C. Product: [Cl:1][C:2]1[C:7]([Cl:8])=[CH:6][C:5]2[NH:9][C:16](=[O:15])[CH2:17][C:18]([C:19]3[CH:24]=[CH:23][CH:22]=[C:21]([C:25]4[CH:30]=[CH:29][N:28]=[C:27]([C:31]([F:32])([F:33])[F:34])[CH:26]=4)[CH:20]=3)=[N:10][C:4]=2[CH:3]=1. The catalyst class is: 113.